Dataset: Full USPTO retrosynthesis dataset with 1.9M reactions from patents (1976-2016). Task: Predict the reactants needed to synthesize the given product. (1) Given the product [O:8]1[CH2:9][CH2:10][O:11][CH:7]1[C:4]1[S:3][C:2]([C:18]([O:20][CH2:21][CH3:22])=[O:19])=[N:6][CH:5]=1, predict the reactants needed to synthesize it. The reactants are: Br[C:2]1[S:3][C:4]([CH:7]2[O:11][CH2:10][CH2:9][O:8]2)=[CH:5][N:6]=1.[Li]CCCC.Cl[C:18]([O:20][CH2:21][CH3:22])=[O:19]. (2) Given the product [Cl:1][C:2]1[CH:3]=[C:4]([CH:7]=[CH:8][C:9]=1[O:10][CH3:11])[CH2:5][NH:6][C:18]1[N:19]=[C:20]([Cl:25])[CH:21]=[CH:22][C:23]=1[C:12]([OH:13])=[O:15], predict the reactants needed to synthesize it. The reactants are: [Cl:1][C:2]1[CH:3]=[C:4]([CH:7]=[CH:8][C:9]=1[O:10][CH3:11])[CH2:5][NH2:6].[C:12](=[O:15])([O-])[O-:13].[K+].[K+].[CH3:18][N:19]1[CH2:23][CH2:22][CH2:21][C:20]1=O.[ClH:25]. (3) Given the product [C:1]([O:5][C:6](=[O:7])[N:8]([C@@H:10]([C:11](=[O:12])[N:48]([C@H:49]([CH2:56][C:57]1[CH:62]=[CH:61][CH:60]=[CH:59][CH:58]=1)[CH2:50][NH:51][S:52]([CH3:55])(=[O:54])=[O:53])[CH3:47])[CH2:14][C:15]1[CH:24]=[CH:23][C:22]2[C:17](=[CH:18][CH:19]=[CH:20][CH:21]=2)[CH:16]=1)[CH3:9])([CH3:2])([CH3:4])[CH3:3], predict the reactants needed to synthesize it. The reactants are: [C:1]([O:5][C:6]([N:8]([C@H:10]([CH2:14][C:15]1[CH:24]=[CH:23][C:22]2[C:17](=[CH:18][CH:19]=[CH:20][CH:21]=2)[CH:16]=1)[C:11](O)=[O:12])[CH3:9])=[O:7])([CH3:4])([CH3:3])[CH3:2].OC1C2N=NNC=2N=CC=1.Cl.CN(C)CCCN=C=NCC.[CH3:47][NH:48][C@H:49]([CH2:56][C:57]1[CH:62]=[CH:61][CH:60]=[CH:59][CH:58]=1)[CH2:50][NH:51][S:52]([CH3:55])(=[O:54])=[O:53].C(N(C(C)C)C(C)C)C. (4) Given the product [CH3:1][C:2]([CH3:7])([CH3:6])[C:3]([O:16][NH:15][C:13]([O:12][C:8]([CH3:11])([CH3:10])[CH3:9])=[O:14])=[O:4], predict the reactants needed to synthesize it. The reactants are: [CH3:1][C:2]([CH3:7])([CH3:6])[C:3](Cl)=[O:4].[C:8]([O:12][C:13]([NH:15][OH:16])=[O:14])([CH3:11])([CH3:10])[CH3:9]. (5) The reactants are: [C:1]([O:5][C:6](=[O:29])[CH2:7][S:8][C:9]1[N:18]([C:19]2[CH:24]=[CH:23][C:22]([F:25])=[CH:21][CH:20]=2)[C:17](=[O:26])[C:16]2[C:11](=[CH:12][C:13]([C:27]#[N:28])=[CH:14][CH:15]=2)[N:10]=1)([CH3:4])([CH3:3])[CH3:2].[NH2:30][OH:31]. Given the product [F:25][C:22]1[CH:23]=[CH:24][C:19]([N:18]2[C:17](=[O:26])[C:16]3[C:11](=[CH:12][C:13]([C:27](=[N:30][OH:31])[NH2:28])=[CH:14][CH:15]=3)[N:10]=[C:9]2[S:8][CH2:7][C:6]([O:5][C:1]([CH3:4])([CH3:2])[CH3:3])=[O:29])=[CH:20][CH:21]=1, predict the reactants needed to synthesize it. (6) Given the product [Si:16]([O:17][CH2:18][CH:19]([O:5][CH2:6][CH2:7][CH2:8][CH2:9][O:10][CH:11]=[CH2:12])[CH2:20][O:21][Si:22]([CH3:27])([CH3:28])[C:23]([CH3:26])([CH3:25])[CH3:24])([C:14]([CH3:32])([CH3:15])[CH3:13])([CH3:30])[CH3:31], predict the reactants needed to synthesize it. The reactants are: CS([O:5][CH2:6][CH2:7][CH2:8][CH2:9][O:10][CH:11]=[CH2:12])(=O)=O.[CH3:13][C:14]([CH3:32])([Si:16]([CH3:31])([CH3:30])[O:17][CH2:18][CH:19](O)[CH2:20][O:21][Si:22]([CH3:28])([CH3:27])[C:23]([CH3:26])([CH3:25])[CH3:24])[CH3:15].[H-].[Na+]. (7) Given the product [NH2:23][S:20]([NH:24][C:11](=[O:12])[C:10]1[CH:14]=[CH:15][C:7]([O:6][C:5]2[CH:16]=[CH:17][C:2]([Cl:1])=[CH:3][C:4]=2[O:18][CH3:19])=[CH:8][CH:9]=1)(=[O:22])=[O:21], predict the reactants needed to synthesize it. The reactants are: [Cl:1][C:2]1[CH:17]=[CH:16][C:5]([O:6][C:7]2[CH:15]=[CH:14][C:10]([C:11](O)=[O:12])=[CH:9][CH:8]=2)=[C:4]([O:18][CH3:19])[CH:3]=1.[S:20]([NH2:24])([NH2:23])(=[O:22])=[O:21].